Dataset: Forward reaction prediction with 1.9M reactions from USPTO patents (1976-2016). Task: Predict the product of the given reaction. (1) Given the reactants [CH2:1]([O:8][CH2:9][C@H:10]([C@H:13]([O:15][Si:16]([C:19]([CH3:22])([CH3:21])[CH3:20])([CH3:18])[CH3:17])[CH3:14])[CH2:11]O)[C:2]1[CH:7]=[CH:6][CH:5]=[CH:4][CH:3]=1.[C:23]([N:31]1[C:36](=[O:37])[C:35]([CH3:38])=[CH:34][NH:33][C:32]1=[O:39])(=[O:30])[C:24]1[CH:29]=[CH:28][CH:27]=[CH:26][CH:25]=1.C1(P(C2C=CC=CC=2)C2C=CC=CC=2)C=CC=CC=1.CC(OC(/N=N/C(OC(C)C)=O)=O)C, predict the reaction product. The product is: [CH2:1]([O:8][CH2:9][C@@H:10]([CH2:11][N:33]1[CH:34]=[C:35]([CH3:38])[C:36](=[O:37])[N:31]([C:23](=[O:30])[C:24]2[CH:25]=[CH:26][CH:27]=[CH:28][CH:29]=2)[C:32]1=[O:39])[C@H:13]([O:15][Si:16]([C:19]([CH3:22])([CH3:21])[CH3:20])([CH3:18])[CH3:17])[CH3:14])[C:2]1[CH:7]=[CH:6][CH:5]=[CH:4][CH:3]=1. (2) Given the reactants [CH:1](=O)[CH2:2][CH2:3][CH2:4][CH2:5][CH2:6][CH2:7][CH2:8]/[CH:9]=[CH:10]\[CH2:11]/[CH:12]=[CH:13]\[CH2:14][CH2:15][CH2:16][CH2:17][CH3:18].[CH3:20][N:21]([CH3:26])[CH2:22][CH2:23][CH2:24][NH2:25].C(O[BH-](OC(=O)C)OC(=O)C)(=O)C.[Na+], predict the reaction product. The product is: [CH3:20][N:21]([CH3:26])[CH2:22][CH2:23][CH2:24][NH:25][CH2:1][CH2:2][CH2:3][CH2:4][CH2:5][CH2:6][CH2:7][CH2:8]/[CH:9]=[CH:10]\[CH2:11]/[CH:12]=[CH:13]\[CH2:14][CH2:15][CH2:16][CH2:17][CH3:18]. (3) Given the reactants [F:1][C:2]1[CH:7]=[CH:6][C:5]([C:8]2[C:12]([C:13]3[CH:18]=[CH:17][N:16]=[C:15]([NH2:19])[N:14]=3)=[CH:11][NH:10][N:9]=2)=[CH:4][CH:3]=1.C1C=NC(NS(C2C=CC(N)=CC=2)(=O)=O)=NC=1.Cl[C:38]([O:40][CH2:41][CH3:42])=[O:39].O, predict the reaction product. The product is: [F:1][C:2]1[CH:7]=[CH:6][C:5]([C:8]2[C:12]([C:13]3[CH:18]=[CH:17][N:16]=[C:15]([NH:19][C:38](=[O:39])[O:40][CH2:41][CH3:42])[N:14]=3)=[CH:11][NH:10][N:9]=2)=[CH:4][CH:3]=1. (4) The product is: [ClH:1].[F:34][C:3]([F:2])([F:33])[C:4]1[CH:5]=[C:6]([CH:26]=[C:27]([C:29]([F:30])([F:31])[F:32])[CH:28]=1)[CH2:7][N:8]([CH3:25])[C:9]([C@@H:11]1[CH2:16][CH2:15][N:14]([C:38](=[O:39])[CH2:37][N:36]([CH3:41])[CH3:35])[CH2:13][C@H:12]1[C:17]1[CH:22]=[CH:21][C:20]([F:23])=[CH:19][C:18]=1[CH3:24])=[O:10]. Given the reactants [ClH:1].[F:2][C:3]([F:34])([F:33])[C:4]1[CH:5]=[C:6]([CH:26]=[C:27]([C:29]([F:32])([F:31])[F:30])[CH:28]=1)[CH2:7][N:8]([CH3:25])[C:9]([C@@H:11]1[CH2:16][CH2:15][NH:14][CH2:13][C@H:12]1[C:17]1[CH:22]=[CH:21][C:20]([F:23])=[CH:19][C:18]=1[CH3:24])=[O:10].[CH3:35][N:36]([CH3:41])[CH2:37][C:38](O)=[O:39].Cl.C(OCC)(=O)C, predict the reaction product. (5) The product is: [C:1]([O:5][C:6]([N:8]1[CH2:12][C@H:11]([O:13][S:25]([CH3:24])(=[O:27])=[O:26])[CH2:10][C@@H:9]1[CH2:14][C:15]#[CH:16])=[O:7])([CH3:4])([CH3:3])[CH3:2]. Given the reactants [C:1]([O:5][C:6]([N:8]1[CH2:12][C@H:11]([OH:13])[CH2:10][C@@H:9]1[CH2:14][C:15]#[CH:16])=[O:7])([CH3:4])([CH3:3])[CH3:2].C(N(CC)CC)C.[CH3:24][S:25](Cl)(=[O:27])=[O:26], predict the reaction product. (6) Given the reactants [CH:1]1([N:4]2[C:9](=[O:10])[CH:8]=[C:7]([N:11]3[CH2:16][CH2:15][O:14][CH2:13][CH2:12]3)[N:6]=[C:5]2[CH2:17][C:18]([O:20]CC)=O)[CH2:3][CH2:2]1.C[Al](C)C.[Cl:27][C:28]1[CH:36]=[CH:35][CH:34]=[C:33]2[C:29]=1[CH2:30][CH2:31][NH:32]2.CO, predict the reaction product. The product is: [Cl:27][C:28]1[CH:36]=[CH:35][CH:34]=[C:33]2[C:29]=1[CH2:30][CH2:31][N:32]2[C:18](=[O:20])[CH2:17][C:5]1[N:4]([CH:1]2[CH2:3][CH2:2]2)[C:9](=[O:10])[CH:8]=[C:7]([N:11]2[CH2:16][CH2:15][O:14][CH2:13][CH2:12]2)[N:6]=1. (7) Given the reactants C([Li])CCC.C(NC(C)C)(C)C.[Br:13][C:14]1[CH:19]=[CH:18][CH:17]=[C:16]([Cl:20])[CH:15]=1.CN(C)[CH:23]=[O:24], predict the reaction product. The product is: [Cl:20][C:16]1[CH:17]=[CH:18][CH:19]=[C:14]([Br:13])[C:15]=1[CH:23]=[O:24]. (8) Given the reactants [C:1]1([S:11]([C:14]2[C:22]3[C:17](=[CH:18][CH:19]=[C:20]([N:23]4[CH2:28][CH2:27][N:26](C(OCC5C=CC=CC=5)=O)[CH2:25][CH2:24]4)[CH:21]=3)[NH:16][N:15]=2)(=[O:13])=[O:12])[C:10]2[C:5](=[CH:6][CH:7]=[CH:8][CH:9]=2)[CH:4]=[CH:3][CH:2]=1.Br.CCOCC, predict the reaction product. The product is: [C:1]1([S:11]([C:14]2[C:22]3[C:17](=[CH:18][CH:19]=[C:20]([N:23]4[CH2:24][CH2:25][NH:26][CH2:27][CH2:28]4)[CH:21]=3)[NH:16][N:15]=2)(=[O:12])=[O:13])[C:10]2[C:5](=[CH:6][CH:7]=[CH:8][CH:9]=2)[CH:4]=[CH:3][CH:2]=1. (9) The product is: [Br:1][C:2]1[S:6][C:5]([CH:7]([C:9]2[CH:14]=[CH:13][CH:12]=[C:11]([F:15])[CH:10]=2)[CH:19]([CH3:20])[C:18]([O:17][CH3:16])=[O:22])=[CH:4][CH:3]=1. Given the reactants [Br:1][C:2]1[S:6][C:5]([CH:7]([C:9]2[CH:14]=[CH:13][CH:12]=[C:11]([F:15])[CH:10]=2)O)=[CH:4][CH:3]=1.[CH3:16][O:17][C:18]([O:22][Si](C)(C)C)=[C:19](C)[CH3:20].C([O-])([O-])=O.[K+].[K+], predict the reaction product.